This data is from Full USPTO retrosynthesis dataset with 1.9M reactions from patents (1976-2016). The task is: Predict the reactants needed to synthesize the given product. (1) The reactants are: [C:1]([C:5]1[S:9][C:8]([C:10]([NH:12][C@@H:13]([CH2:27][C:28]2[CH:33]=[CH:32][C:31]([C:34]3[N:39]=[CH:38][C:37]([C:40]4[CH:45]=[CH:44][C:43]([OH:46])=[CH:42][CH:41]=4)=[CH:36][N:35]=3)=[CH:30][CH:29]=2)[C:14]([N:16]2[CH2:19][CH:18]([C:20]([O:22][C:23]([CH3:26])([CH3:25])[CH3:24])=[O:21])[CH2:17]2)=[O:15])=[O:11])=[CH:7][CH:6]=1)([CH3:4])([CH3:3])[CH3:2].CCN(C(C)C)C(C)C.[F:56][C:57]([F:76])([F:75])[S:58](N(C1C=CC=CC=1)[S:58]([C:57]([F:76])([F:75])[F:56])(=[O:60])=[O:59])(=[O:60])=[O:59]. Given the product [C:1]([C:5]1[S:9][C:8]([C:10]([NH:12][C@@H:13]([CH2:27][C:28]2[CH:33]=[CH:32][C:31]([C:34]3[N:35]=[CH:36][C:37]([C:40]4[CH:45]=[CH:44][C:43]([O:46][S:58]([C:57]([F:76])([F:75])[F:56])(=[O:60])=[O:59])=[CH:42][CH:41]=4)=[CH:38][N:39]=3)=[CH:30][CH:29]=2)[C:14]([N:16]2[CH2:19][CH:18]([C:20]([O:22][C:23]([CH3:26])([CH3:24])[CH3:25])=[O:21])[CH2:17]2)=[O:15])=[O:11])=[CH:7][CH:6]=1)([CH3:2])([CH3:3])[CH3:4], predict the reactants needed to synthesize it. (2) Given the product [NH2:25][C:8]1[N:7]=[C:6]([NH:5][CH2:1][CH2:2][CH2:3][CH3:4])[N:14]=[C:13]2[C:9]=1[NH:10][C:11](=[O:23])[N:12]2[CH2:15][CH2:16][CH:17]1[CH2:22][CH2:21][CH2:20][CH2:19][O:18]1, predict the reactants needed to synthesize it. The reactants are: [CH2:1]([NH:5][C:6]1[N:14]=[C:13]2[C:9]([N:10]=[C:11]([O:23]C)[N:12]2[CH2:15][CH2:16][CH:17]2[CH2:22][CH2:21][CH2:20][CH2:19][O:18]2)=[C:8]([NH2:25])[N:7]=1)[CH2:2][CH2:3][CH3:4].Cl.O.C(=O)(O)[O-].[Na+]. (3) Given the product [CH2:7]1[N:12]([CH2:13][CH2:14][CH2:15][OH:16])[CH2:11][CH2:10][N:9]2[CH2:20][CH2:21][CH2:22][CH2:23][CH:8]12, predict the reactants needed to synthesize it. The reactants are: [H-].[H-].[H-].[H-].[Li+].[Al+3].[CH2:7]1[N:12]([CH2:13][CH2:14][C:15](OCC)=[O:16])[CH2:11][CH2:10][N:9]2[CH2:20][CH2:21][CH2:22][CH2:23][CH:8]12. (4) Given the product [C:1]([O:5][C:6](=[O:20])[NH:7][C@@H:8]1[C:14](=[O:15])[N:13]([CH2:32][C:33]2[C:42]3[C:37](=[CH:38][CH:39]=[CH:40][CH:41]=3)[CH:36]=[CH:35][C:34]=2[CH3:43])[C:12]2[CH:16]=[CH:17][CH:18]=[CH:19][C:11]=2[NH:10][CH2:9]1)([CH3:4])([CH3:2])[CH3:3], predict the reactants needed to synthesize it. The reactants are: [C:1]([O:5][C:6](=[O:20])[NH:7][C@@H:8]1[C:14](=[O:15])[NH:13][C:12]2[CH:16]=[CH:17][CH:18]=[CH:19][C:11]=2[NH:10][CH2:9]1)([CH3:4])([CH3:3])[CH3:2].C[Si]([N-][Si](C)(C)C)(C)C.[Li+].Cl[CH2:32][C:33]1[C:42]2[C:37](=[CH:38][CH:39]=[CH:40][CH:41]=2)[CH:36]=[CH:35][C:34]=1[CH3:43].[I-].[K+]. (5) Given the product [Cl:1][C:2]1[CH:24]=[C:23]([Cl:25])[CH:22]=[CH:21][C:3]=1[CH2:4][NH:5][C:6]([C:8]1[C:9]([O:17][CH:18]([CH3:20])[CH3:19])=[N:10][N:11]([CH2:13][CH2:14][CH2:15][O:16][C:30]2[C:31]([CH2:33][C:34]([OH:36])=[O:35])=[CH:32][N:28]([CH2:26][CH3:27])[N:29]=2)[CH:12]=1)=[O:7], predict the reactants needed to synthesize it. The reactants are: [Cl:1][C:2]1[CH:24]=[C:23]([Cl:25])[CH:22]=[CH:21][C:3]=1[CH2:4][NH:5][C:6]([C:8]1[C:9]([O:17][CH:18]([CH3:20])[CH3:19])=[N:10][N:11]([CH2:13][CH2:14][CH2:15][OH:16])[CH:12]=1)=[O:7].[CH2:26]([N:28]1[CH:32]=[C:31]([CH2:33][C:34]([O:36]C)=[O:35])[C:30](O)=[N:29]1)[CH3:27].C(P(CCCC)CCCC)CCC.N(C(N1CCCCC1)=O)=NC(N1CCCCC1)=O. (6) Given the product [CH2:23]([N:24]([CH2:25][CH3:26])[C:16](=[O:18])[CH2:15][O:14][C:13]1[CH:19]=[CH:20][CH:21]=[C:11]([C@H:8]([NH:9][CH3:10])[CH2:7][N:4]2[CH2:5][CH2:6][C@H:2]([OH:1])[CH2:3]2)[CH:12]=1)[CH3:22], predict the reactants needed to synthesize it. The reactants are: [OH:1][C@H:2]1[CH2:6][CH2:5][N:4]([CH2:7][C@H:8]([C:11]2[CH:12]=[C:13]([CH:19]=[CH:20][CH:21]=2)[O:14][CH2:15][C:16]([OH:18])=O)[NH:9][CH3:10])[CH2:3]1.[CH3:22][CH2:23][N:24](C(C)C)[CH:25](C)[CH3:26].CCN(CC)CC.CN(C(ON1N=NC2C=CC=NC1=2)=[N+](C)C)C.F[P-](F)(F)(F)(F)F. (7) Given the product [N+:8]([C:5]1[CH:6]=[CH:7][C:2]([NH:18][CH2:19][CH2:20][C:21]2[CH:26]=[CH:25][CH:24]=[CH:23][N:22]=2)=[C:3]([CH:11]=[CH:12][C:13]([O:15][CH2:16][CH3:17])=[O:14])[CH:4]=1)([O-:10])=[O:9], predict the reactants needed to synthesize it. The reactants are: Cl[C:2]1[CH:7]=[CH:6][C:5]([N+:8]([O-:10])=[O:9])=[CH:4][C:3]=1[CH:11]=[CH:12][C:13]([O:15][CH2:16][CH3:17])=[O:14].[NH2:18][CH2:19][CH2:20][C:21]1[CH:26]=[CH:25][CH:24]=[CH:23][N:22]=1.C(N(CC)CC)C.C(OCC)(=O)C. (8) The reactants are: Cl[C:2]1[N:7]=[C:6]([NH:8][C@@H:9]2[CH2:17][C@H:16]3[N:12]([CH2:13][CH2:14][CH2:15]3)[C:11]([CH3:19])([CH3:18])[CH2:10]2)[C:5]([F:20])=[CH:4][N:3]=1.C1(C)C=CC(S(O)(=O)=O)=CC=1.[NH2:32][C:33]1[C:34]([F:47])=[CH:35][C:36]([Br:46])=[C:37]([N:39]2[C:43](=[O:44])[N:42]([CH3:45])[N:41]=[N:40]2)[CH:38]=1.C(=O)(O)[O-].[Na+]. Given the product [CH3:18][C:11]1([CH3:19])[CH2:10][C@H:9]([NH:8][C:6]2[C:5]([F:20])=[CH:4][N:3]=[C:2]([NH:32][C:33]3[C:34]([F:47])=[CH:35][C:36]([Br:46])=[C:37]([N:39]4[C:43](=[O:44])[N:42]([CH3:45])[N:41]=[N:40]4)[CH:38]=3)[N:7]=2)[CH2:17][C@H:16]2[N:12]1[CH2:13][CH2:14][CH2:15]2, predict the reactants needed to synthesize it.